From a dataset of Full USPTO retrosynthesis dataset with 1.9M reactions from patents (1976-2016). Predict the reactants needed to synthesize the given product. (1) Given the product [Br:30][C:31]1[N:32]=[C:33]([C:2]2[S:3][C:4]3[C:10]([C:11]4[CH:16]=[CH:15][C:14]([Cl:17])=[CH:13][CH:12]=4)=[C:9]([C@H:18]([O:24][C:25]([CH3:26])([CH3:27])[CH3:28])[C:19]([O:21][CH2:22][CH3:23])=[O:20])[C:8]([CH3:29])=[CH:7][C:5]=3[N:6]=2)[S:34][CH:35]=1, predict the reactants needed to synthesize it. The reactants are: Br[C:2]1[S:3][C:4]2[C:10]([C:11]3[CH:16]=[CH:15][C:14]([Cl:17])=[CH:13][CH:12]=3)=[C:9]([C@H:18]([O:24][C:25]([CH3:28])([CH3:27])[CH3:26])[C:19]([O:21][CH2:22][CH3:23])=[O:20])[C:8]([CH3:29])=[CH:7][C:5]=2[N:6]=1.[Br:30][C:31]1[N:32]=[C:33]([Sn](CCCC)(CCCC)CCCC)[S:34][CH:35]=1. (2) Given the product [CH3:1][O:2][C:3]1[CH:4]=[CH:5][C:6]([CH2:9][O:10][C:11]2[CH:16]=[N:15][NH:14][C:13](=[O:23])[CH:12]=2)=[N:7][CH:8]=1, predict the reactants needed to synthesize it. The reactants are: [CH3:1][O:2][C:3]1[CH:4]=[CH:5][C:6]([CH2:9][O:10][C:11]2[CH:16]=[N:15][N:14](C3CCCCO3)[C:13](=[O:23])[CH:12]=2)=[N:7][CH:8]=1.Cl. (3) The reactants are: [CH2:1]([O:3][C:4]([C:6]1[CH:7]=[N:8][C:9]2[C:14]([C:15]=1Cl)=[CH:13][CH:12]=[CH:11][C:10]=2[N+:17]([O-])=O)=[O:5])[CH3:2].[Cl:20][C:21]1[CH:28]=[CH:27][CH:26]=[CH:25][C:22]=1[CH2:23][NH2:24]. Given the product [CH2:1]([O:3][C:4]([C:6]1[CH:7]=[N:8][C:9]2[C:14]([C:15]=1[NH:24][CH2:23][C:22]1[CH:25]=[CH:26][CH:27]=[CH:28][C:21]=1[Cl:20])=[CH:13][CH:12]=[CH:11][C:10]=2[NH2:17])=[O:5])[CH3:2], predict the reactants needed to synthesize it. (4) The reactants are: FC(F)(F)S(O[C:7]1[CH:8]=[N:9][C:10]2[C:15]([CH:16]=1)=[CH:14][CH:13]=[CH:12][C:11]=2[C:17]([O:19][CH3:20])=[O:18])(=O)=O.[CH2:23](B(O)O)[CH2:24][CH2:25][CH2:26][CH2:27][CH3:28].C([O-])([O-])=O.[Cs+].[Cs+]. Given the product [CH2:23]([C:7]1[CH:8]=[N:9][C:10]2[C:15]([CH:16]=1)=[CH:14][CH:13]=[CH:12][C:11]=2[C:17]([O:19][CH3:20])=[O:18])[CH2:24][CH2:25][CH2:26][CH2:27][CH3:28], predict the reactants needed to synthesize it. (5) Given the product [Cl:1][C:2]1[CH:10]=[CH:9][CH:8]=[C:7]2[C:3]=1[C:4]([C:15]([NH:29][CH:24]([CH:19]1[CH2:23][CH2:22][CH2:21][CH2:20]1)[C:25]([F:26])([F:27])[F:28])=[O:17])=[CH:5][N:6]2[CH:11]1[CH2:12][O:13][CH2:14]1, predict the reactants needed to synthesize it. The reactants are: [Cl:1][C:2]1[CH:10]=[CH:9][CH:8]=[C:7]2[C:3]=1[C:4]([C:15]([OH:17])=O)=[CH:5][N:6]2[CH:11]1[CH2:14][O:13][CH2:12]1.Cl.[CH:19]1([CH:24]([NH2:29])[C:25]([F:28])([F:27])[F:26])[CH2:23][CH2:22][CH2:21][CH2:20]1.C(Cl)CCl.N1(O)C2C=CC=CC=2N=N1.C(N(C(C)C)C(C)C)C. (6) Given the product [N:11]([C:6]1[C:5](=[O:8])[N:4]([CH3:9])[C:3](=[O:10])[C:2]=1[Cl:1])=[N+:12]=[N-:13], predict the reactants needed to synthesize it. The reactants are: [Cl:1][C:2]1[C:3](=[O:10])[N:4]([CH3:9])[C:5](=[O:8])[C:6]=1Cl.[N-:11]=[N+:12]=[N-:13].[Na+]. (7) Given the product [Br:1][C:2]1[CH:3]=[CH:4][C:5]([O:12][CH3:13])=[C:6]([S:8]([NH:14][C:15]([CH3:19])([CH3:18])[CH2:16][OH:17])(=[O:10])=[O:9])[CH:7]=1, predict the reactants needed to synthesize it. The reactants are: [Br:1][C:2]1[CH:3]=[CH:4][C:5]([O:12][CH3:13])=[C:6]([S:8](Cl)(=[O:10])=[O:9])[CH:7]=1.[NH2:14][C:15]([CH3:19])([CH3:18])[CH2:16][OH:17].C(N(CC)CC)C. (8) Given the product [Br:48][C:49]1[N:54]=[CH:53][C:52]([NH:55][C:45]([CH:42]2[CH2:41][CH2:40][N:39]([C:37]([O:36][C:33]([CH3:32])([CH3:34])[CH3:35])=[O:38])[CH2:44][CH2:43]2)=[O:47])=[CH:51][CH:50]=1, predict the reactants needed to synthesize it. The reactants are: CN(C(ON1N=NC2C=CC=CC1=2)=[N+](C)C)C.[B-](F)(F)(F)F.C(N(C(C)C)CC)(C)C.[CH3:32][C:33]([O:36][C:37]([N:39]1[CH2:44][CH2:43][CH:42]([C:45]([OH:47])=O)[CH2:41][CH2:40]1)=[O:38])([CH3:35])[CH3:34].[Br:48][C:49]1[N:54]=[CH:53][C:52]([NH2:55])=[CH:51][CH:50]=1. (9) Given the product [NH2:23][C:21]1[CH:20]=[CH:19][C:18]([C:26]2[CH:31]=[CH:30][CH:29]=[CH:28][C:27]=2[CH3:32])=[C:17]([N:16]([CH3:33])[C:14](=[O:15])[C:13]([C:5]2[CH:6]=[C:7]([C:9]([F:10])([F:11])[F:12])[CH:8]=[C:3]([C:2]([F:1])([F:36])[F:37])[CH:4]=2)([CH3:34])[CH3:35])[CH:22]=1, predict the reactants needed to synthesize it. The reactants are: [F:1][C:2]([F:37])([F:36])[C:3]1[CH:4]=[C:5]([C:13]([CH3:35])([CH3:34])[C:14]([N:16]([CH3:33])[C:17]2[CH:22]=[C:21]([N+:23]([O-])=O)[CH:20]=[CH:19][C:18]=2[C:26]2[CH:31]=[CH:30][CH:29]=[CH:28][C:27]=2[CH3:32])=[O:15])[CH:6]=[C:7]([C:9]([F:12])([F:11])[F:10])[CH:8]=1.O.